From a dataset of Reaction yield outcomes from USPTO patents with 853,638 reactions. Predict the reaction yield, written as a fraction of the theoretical maximum amount of product (1.0 means a 100% yield; for example, 0.34 means a 34% yield). (1) The reactants are [N+:1]([C:4]1[CH:9]=[CH:8][C:7]([NH:10][C:11](=[O:25])[C:12]2[CH:17]=[CH:16][CH:15]=[C:14]([NH:18][C:19]3[CH:24]=[CH:23][N:22]=[CH:21][CH:20]=3)[CH:13]=2)=[CH:6][CH:5]=1)([O-:3])=[O:2].[CH3:26][O:27][S:28]([C:31]1[CH:36]=[CH:35][C:34]([CH3:37])=[CH:33][CH:32]=1)(=[O:30])=[O:29]. The catalyst is CN(C=O)C. The product is [CH3:37][C:34]1[CH:33]=[CH:32][C:31]([S:28]([O-:30])(=[O:29])=[O:27])=[CH:36][CH:35]=1.[CH3:26][N+:22]1[CH:21]=[CH:20][C:19]([NH:18][C:14]2[CH:15]=[CH:16][CH:17]=[C:12]([C:11]([NH:10][C:7]3[CH:6]=[CH:5][C:4]([N+:1]([O-:3])=[O:2])=[CH:9][CH:8]=3)=[O:25])[CH:13]=2)=[CH:24][CH:23]=1. The yield is 0.970. (2) The reactants are C[Si](C)(C)[O:3][C:4]1[CH2:9][CH2:8][N:7]([C:10]([O:12][C:13]([CH3:16])([CH3:15])[CH3:14])=[O:11])[CH2:6][CH:5]=1.[B-](F)(F)(F)[F:20].[B-](F)(F)(F)F.C1[N+]2(CCl)CC[N+](F)(CC2)C1. The catalyst is C(#N)C.C(OCC)(=O)C. The product is [F:20][CH:9]1[C:4](=[O:3])[CH2:5][CH2:6][N:7]([C:10]([O:12][C:13]([CH3:16])([CH3:15])[CH3:14])=[O:11])[CH2:8]1. The yield is 0.620. (3) The reactants are [C:1]([NH:5][S:6]([C:9]1[CH:10]=[N:11][CH:12]=[C:13]([C:15]2[N:20]3[CH:21]=[CH:22][C:23]([C:24]4[CH:29]=[CH:28][CH:27]=[CH:26][CH:25]=4)=[C:19]3[C:18](Cl)=[N:17][N:16]=2)[CH:14]=1)(=[O:8])=[O:7])([CH3:4])([CH3:3])[CH3:2].[CH2:31]([NH2:38])[C:32]1[CH:37]=[CH:36][CH:35]=[CH:34][CH:33]=1. The catalyst is O1CCOCC1. The product is [CH2:31]([NH:38][C:18]1[C:19]2[N:20]([CH:21]=[CH:22][C:23]=2[C:24]2[CH:29]=[CH:28][CH:27]=[CH:26][CH:25]=2)[C:15]([C:13]2[CH:14]=[C:9]([S:6]([NH:5][C:1]([CH3:4])([CH3:3])[CH3:2])(=[O:8])=[O:7])[CH:10]=[N:11][CH:12]=2)=[N:16][N:17]=1)[C:32]1[CH:37]=[CH:36][CH:35]=[CH:34][CH:33]=1. The yield is 0.330. (4) The reactants are [Br:1][C:2]1[CH:7]=[C:6]([F:8])[CH:5]=[CH:4][C:3]=1[CH:9]1[C:14]([C:15]([O:17][CH2:18][CH3:19])=[O:16])=[C:13]([CH2:20]Br)[NH:12][C:11]([C:22]2[C:27]([Cl:28])=[CH:26][CH:25]=[CH:24][N:23]=2)=[N:10]1.[NH:29]1[CH2:34][CH2:33][O:32][CH2:31][CH:30]1[C:35]([OH:37])=[O:36]. No catalyst specified. The product is [Br:1][C:2]1[CH:7]=[C:6]([F:8])[CH:5]=[CH:4][C:3]=1[CH:9]1[N:10]=[C:11]([C:22]2[C:27]([Cl:28])=[CH:26][CH:25]=[CH:24][N:23]=2)[NH:12][C:13]([CH2:20][N:29]2[CH2:34][CH2:33][O:32][CH2:31][CH:30]2[C:35]([OH:37])=[O:36])=[C:14]1[C:15]([O:17][CH2:18][CH3:19])=[O:16]. The yield is 0.400. (5) The reactants are [Br:1][C:2]1[CH:3](O)[CH2:4][CH2:5][CH:6]=1.C[O:9][C:10](OC)([N:12]([CH3:14])[CH3:13])[CH3:11]. The catalyst is C1(C)C=CC=C(C)C=1. The product is [Br:1][C:2]1[CH:3]([CH2:11][C:10]([N:12]([CH3:14])[CH3:13])=[O:9])[CH2:4][CH2:5][CH:6]=1. The yield is 0.630.